The task is: Predict the product of the given reaction.. This data is from Forward reaction prediction with 1.9M reactions from USPTO patents (1976-2016). (1) Given the reactants [F:1][C:2]1([F:24])[CH2:5][CH:4]([N:6]2[C:10]3[N:11]=[C:12]([S:22][CH3:23])[N:13]=[C:14]([C:15]4[CH:16]=[N:17][C:18]([NH2:21])=[N:19][CH:20]=4)[C:9]=3[CH2:8][CH2:7]2)[CH2:3]1.ClC1C=CC=C(C(OO)=[O:33])C=1, predict the reaction product. The product is: [F:24][C:2]1([F:1])[CH2:3][CH:4]([N:6]2[C:10]3[N:11]=[C:12]([S:22]([CH3:23])=[O:33])[N:13]=[C:14]([C:15]4[CH:20]=[N:19][C:18]([NH2:21])=[N:17][CH:16]=4)[C:9]=3[CH2:8][CH2:7]2)[CH2:5]1. (2) Given the reactants [F:1][C:2]1[CH:7]=[CH:6][C:5]([N:8]2[C:16]3[C:11](=[CH:12][C:13]([C:17]([CH3:25])([CH3:24])[C:18]([CH3:23])([CH3:22])[C:19](O)=[O:20])=[CH:14][CH:15]=3)[CH:10]=[N:9]2)=[CH:4][CH:3]=1.[Cl-].[NH4+].O[N:29]1C2N=CC=CC=2N=N1.Cl.CN(C)CCCN=C=NCC.C(N(C(C)C)CC)(C)C, predict the reaction product. The product is: [F:1][C:2]1[CH:3]=[CH:4][C:5]([N:8]2[C:16]3[C:11](=[CH:12][C:13]([C:17]([CH3:25])([CH3:24])[C:18]([CH3:23])([CH3:22])[C:19]([NH2:29])=[O:20])=[CH:14][CH:15]=3)[CH:10]=[N:9]2)=[CH:6][CH:7]=1. (3) Given the reactants [CH3:1][C:2]([O:4][CH:5]([Cl:9])[CH:6]([CH3:8])[CH3:7])=O.C[S-:11].[Na+], predict the reaction product. The product is: [CH3:1][C:2]([O:4][CH:5]([Cl:9])[CH:6]([CH3:8])[CH3:7])=[S:11].